The task is: Predict the product of the given reaction.. This data is from Forward reaction prediction with 1.9M reactions from USPTO patents (1976-2016). Given the reactants [C:1]([NH:4][C:5]1[S:6][C:7]([CH2:15][C:16]2[CH:21]=[CH:20][C:19]([S:22][CH3:23])=[CH:18][CH:17]=2)=[C:8]([C:10](OCC)=[O:11])[N:9]=1)(=[O:3])[CH3:2].[BH4-].[Li+], predict the reaction product. The product is: [CH:10]([C:8]1[N:9]=[C:5]([NH:4][C:1](=[O:3])[CH3:2])[S:6][C:7]=1[CH2:15][C:16]1[CH:21]=[CH:20][C:19]([S:22][CH3:23])=[CH:18][CH:17]=1)=[O:11].